From a dataset of Forward reaction prediction with 1.9M reactions from USPTO patents (1976-2016). Predict the product of the given reaction. (1) Given the reactants C([Sn](CCCC)(CCCC)[C:6]1[N:7]=[CH:8][S:9][CH:10]=1)CCC.Cl[C:20]1[N:21]=[C:22]([O:29][C:30]2[CH:35]=[CH:34][C:33]([CH2:36][C:37]([O:39][CH3:40])=[O:38])=[CH:32][CH:31]=2)[C:23]2[CH2:28][CH2:27][CH2:26][C:24]=2[N:25]=1, predict the reaction product. The product is: [S:9]1[CH:10]=[C:6]([C:20]2[N:21]=[C:22]([O:29][C:30]3[CH:35]=[CH:34][C:33]([CH2:36][C:37]([O:39][CH3:40])=[O:38])=[CH:32][CH:31]=3)[C:23]3[CH2:28][CH2:27][CH2:26][C:24]=3[N:25]=2)[N:7]=[CH:8]1. (2) Given the reactants [Cl:1][C:2]1[N:7]=[C:6]([NH2:8])[N:5]=[C:4]([NH:9][CH2:10][C:11]2[CH:16]=[C:15]([O:17][CH3:18])[C:14]([O:19][CH3:20])=[C:13]([O:21][CH3:22])[CH:12]=2)[C:3]=1[NH2:23].[N:24]([O-])=O.[Na+], predict the reaction product. The product is: [Cl:1][C:2]1[C:3]2[N:23]=[N:24][N:9]([CH2:10][C:11]3[CH:12]=[C:13]([O:21][CH3:22])[C:14]([O:19][CH3:20])=[C:15]([O:17][CH3:18])[CH:16]=3)[C:4]=2[N:5]=[C:6]([NH2:8])[N:7]=1. (3) Given the reactants [CH:1]([N:5]1[C:13]2[C:8](=[C:9]([C:33](=[O:45])[NH:34][CH2:35][C:36]3[C:37]([O:43]C)=[N:38][N:39]([CH3:42])[C:40]=3[CH3:41])[CH:10]=[C:11]([C:14]3[CH:15]=[CH:16][C:17]([N:20]4[CH2:25][CH2:24][N:23](C(OC(C)(C)C)=O)[CH2:22][CH2:21]4)=[N:18][CH:19]=3)[CH:12]=2)[C:7]([CH3:46])=[CH:6]1)([CH2:3][CH3:4])[CH3:2], predict the reaction product. The product is: [CH:1]([N:5]1[C:13]2[CH:12]=[C:11]([C:14]3[CH:19]=[N:18][C:17]([N:20]4[CH2:21][CH2:22][NH:23][CH2:24][CH2:25]4)=[CH:16][CH:15]=3)[CH:10]=[C:9]([C:33]([NH:34][CH2:35][C:36]3[C:37](=[O:43])[NH:38][N:39]([CH3:42])[C:40]=3[CH3:41])=[O:45])[C:8]=2[C:7]([CH3:46])=[CH:6]1)([CH2:3][CH3:4])[CH3:2]. (4) Given the reactants C(NC1C=CC(C2C=C3C(CN([C@@H](C(C)C)C(OC)=O)C3=O)=CC=2)=CC=1)(=O)C1C=CC=CC=1.[NH2:34][C:35]1[CH:40]=[CH:39][C:38]([C:41]2[CH:49]=[C:48]3[C:44]([CH2:45][N:46]([C@@H:51]([CH:56]([CH3:58])[CH3:57])[C:52]([O:54][CH3:55])=[O:53])[C:47]3=[O:50])=[CH:43][CH:42]=2)=[CH:37][CH:36]=1.[F:59][C:60]1[C:68]([CH3:69])=[CH:67][CH:66]=[C:65]([F:70])[C:61]=1[C:62](Cl)=[O:63], predict the reaction product. The product is: [F:59][C:60]1[C:68]([CH3:69])=[CH:67][CH:66]=[C:65]([F:70])[C:61]=1[C:62]([NH:34][C:35]1[CH:36]=[CH:37][C:38]([C:41]2[CH:49]=[C:48]3[C:44]([CH2:45][N:46]([C@@H:51]([CH:56]([CH3:58])[CH3:57])[C:52]([O:54][CH3:55])=[O:53])[C:47]3=[O:50])=[CH:43][CH:42]=2)=[CH:39][CH:40]=1)=[O:63]. (5) Given the reactants [Cl:1][C:2]1[N:6]([CH2:7][C:8]2[N:9]=[C:10]3[S:17][C:16]([O:18][CH3:19])=[C:15]([C:20]([O:22]CC)=[CH2:21])[N:11]3[C:12](=[O:14])[CH:13]=2)[N:5]=[C:4]([C:25]([F:28])([F:27])[F:26])[CH:3]=1.Cl, predict the reaction product. The product is: [C:20]([C:15]1[N:11]2[C:12](=[O:14])[CH:13]=[C:8]([CH2:7][N:6]3[C:2]([Cl:1])=[CH:3][C:4]([C:25]([F:28])([F:27])[F:26])=[N:5]3)[N:9]=[C:10]2[S:17][C:16]=1[O:18][CH3:19])(=[O:22])[CH3:21]. (6) The product is: [Cl:1][C:2]1[CH:7]=[CH:6][CH:5]=[C:4]([Cl:8])[C:3]=1[CH2:9][C:10]1[C:14]([CH2:15][O:16][C:21]2[CH:22]=[CH:23][C:24]([C:27]3[CH:28]=[C:29]4[C:34](=[CH:35][CH:36]=3)[C:33]([C:37]([O:39][CH2:40][CH3:41])=[O:38])=[CH:32][CH:31]=[CH:30]4)=[CH:25][CH:26]=2)=[C:13]([CH:17]([CH3:19])[CH3:18])[O:12][N:11]=1. Given the reactants [Cl:1][C:2]1[CH:7]=[CH:6][CH:5]=[C:4]([Cl:8])[C:3]=1[CH2:9][C:10]1[C:14]([CH2:15][OH:16])=[C:13]([CH:17]([CH3:19])[CH3:18])[O:12][N:11]=1.O[C:21]1[CH:26]=[CH:25][C:24]([C:27]2[CH:28]=[C:29]3[C:34](=[CH:35][CH:36]=2)[C:33]([C:37]([O:39][CH2:40][CH3:41])=[O:38])=[CH:32][CH:31]=[CH:30]3)=[CH:23][CH:22]=1.C1(P(C2C=CC=CC=2)C2C=CC=CC=2)C=CC=CC=1.N(C(OC(C)C)=O)=NC(OC(C)C)=O, predict the reaction product. (7) Given the reactants C([C:5]1[CH:6]=[CH:7][C:8]2[C:9]3[C:10](=[N:26][N:27]([CH2:30][CH3:31])[C:28]=3[CH3:29])[C:11]([N:19](C([O-])=O)C([O-])=O)=[N:12][C:13]=2[C:14]=1C(C)(C)C)(C)(C)C.C(C1C=CC2C3C(=NN(CCC)C=3C)C(N(C([O-])=O)C([O-])=O)=NC=2C=1C(C)(C)C)(C)(C)C.[O:64]=[C:65]1[CH2:70][CH2:69][S:68][CH2:67][CH2:66]1.C1(=O)CCC1, predict the reaction product. The product is: [NH2:19][C:11]1[C:10]2=[N:26][N:27]([CH2:30][CH3:31])[C:28]([CH2:29][C:65]3([OH:64])[CH2:70][CH2:69][S:68][CH2:67][CH2:66]3)=[C:9]2[C:8]2[CH:7]=[CH:6][CH:5]=[CH:14][C:13]=2[N:12]=1. (8) Given the reactants I([O-])(=O)(=O)=O.[Na+].[C:7]([NH:10][CH2:11][C@@H:12]1[O:16][C:15](=[O:17])[N:14]([C:18]2[CH:23]=[CH:22][C:21]([S:24][CH2:25][CH2:26][OH:27])=[C:20]([F:28])[CH:19]=2)[CH2:13]1)(=[O:9])[CH3:8].C[OH:30], predict the reaction product. The product is: [C:7]([NH:10][CH2:11][C@@H:12]1[O:16][C:15](=[O:17])[N:14]([C:18]2[CH:23]=[CH:22][C:21]([S:24]([CH2:25][CH2:26][OH:27])=[O:30])=[C:20]([F:28])[CH:19]=2)[CH2:13]1)(=[O:9])[CH3:8].